From a dataset of Catalyst prediction with 721,799 reactions and 888 catalyst types from USPTO. Predict which catalyst facilitates the given reaction. (1) Reactant: [CH3:1][O:2][C:3](=[O:15])[C:4]1[CH:9]=[CH:8][CH:7]=[C:6]([O:10][CH2:11][CH2:12][CH2:13]I)[CH:5]=1.C([O-])([O-])=O.[Na+].[Na+].[NH:22]1[CH2:27][CH2:26][CH2:25][CH2:24][CH2:23]1.[Al]. Product: [CH3:1][O:2][C:3](=[O:15])[C:4]1[CH:9]=[CH:8][CH:7]=[C:6]([O:10][CH2:11][CH2:12][CH2:13][N:22]2[CH2:27][CH2:26][CH2:25][CH2:24][CH2:23]2)[CH:5]=1. The catalyst class is: 511. (2) Reactant: Cl.O.[OH:3][C:4]12[C:15]3[C:10](=[C:11]([N+:16]([O-])=O)[CH:12]=[CH:13][CH:14]=3)[C:9](=[O:19])[C:8]1([NH:20][C:21]([C:23]1[CH:28]=[N:27][CH:26]=[CH:25][N:24]=1)=[O:22])[C:7]1[CH:29]=[CH:30][C:31]([CH:33]([CH3:35])[CH3:34])=[CH:32][C:6]=1[O:5]2. Product: [NH2:16][C:11]1[CH:12]=[CH:13][CH:14]=[C:15]2[C:10]=1[C:9](=[O:19])[C:8]1([NH:20][C:21]([C:23]3[CH:28]=[N:27][CH:26]=[CH:25][N:24]=3)=[O:22])[C:7]3[CH:29]=[CH:30][C:31]([CH:33]([CH3:35])[CH3:34])=[CH:32][C:6]=3[O:5][C:4]12[OH:3]. The catalyst class is: 186. (3) Reactant: CC1C=CC(S(O)(=O)=O)=CC=1.[C:12]1([C:18]2([C:24]([OH:26])=[O:25])[CH2:23][CH2:22][NH:21][CH2:20][CH2:19]2)[CH:17]=[CH:16][CH:15]=[CH:14][CH:13]=1.[C:27](O[C:27]([O:29][C:30]([CH3:33])([CH3:32])[CH3:31])=[O:28])([O:29][C:30]([CH3:33])([CH3:32])[CH3:31])=[O:28].[OH-].[Na+]. Product: [CH3:31][C:30]([O:29][C:27]([N:21]1[CH2:20][CH2:19][C:18]([C:12]2[CH:13]=[CH:14][CH:15]=[CH:16][CH:17]=2)([C:24]([OH:26])=[O:25])[CH2:23][CH2:22]1)=[O:28])([CH3:33])[CH3:32]. The catalyst class is: 12.